The task is: Predict the reaction yield, written as a fraction of the theoretical maximum amount of product (1.0 means a 100% yield; for example, 0.34 means a 34% yield).. This data is from Reaction yield outcomes from USPTO patents with 853,638 reactions. (1) The reactants are [N+:1]([C:4]1[CH:12]=[C:11]2[C:7]([C:8]([C:13]#[N:14])=[CH:9][NH:10]2)=[CH:6][CH:5]=1)([O-])=O. The catalyst is CCO.[Pd]. The product is [NH2:1][C:4]1[CH:12]=[C:11]2[C:7]([C:8]([C:13]#[N:14])=[CH:9][NH:10]2)=[CH:6][CH:5]=1. The yield is 0.980. (2) The reactants are [Cl:1][C:2]1[CH:7]=[C:6](/[N:8]=[C:9](/[NH:12][C:13]#[N:14])\SC)[CH:5]=[C:4]([Cl:15])[C:3]=1[C:16]1[CH2:21][CH2:20][N:19]([C:22]([O:24][C:25]([CH3:28])([CH3:27])[CH3:26])=[O:23])[CH2:18][CH:17]=1.[NH2:29][NH2:30]. The catalyst is C(O)C. The product is [NH2:14][C:13]1[NH:30][N:29]=[C:9]([NH:8][C:6]2[CH:7]=[C:2]([Cl:1])[C:3]([C:16]3[CH2:21][CH2:20][N:19]([C:22]([O:24][C:25]([CH3:28])([CH3:27])[CH3:26])=[O:23])[CH2:18][CH:17]=3)=[C:4]([Cl:15])[CH:5]=2)[N:12]=1. The yield is 0.690.